The task is: Predict which catalyst facilitates the given reaction.. This data is from Catalyst prediction with 721,799 reactions and 888 catalyst types from USPTO. (1) Reactant: C1CC2CCCC(=O)C2CC1.COC1C=CC([Mg]Br)=CC=1.[CH3:33][CH2:32][O:31][C:29](/N=N/[C:29]([O:31][CH2:32][CH3:33])=[O:30])=[O:30].N1C2NCCCC=2C=CC=1CCO.[OH:47][C:48]1[CH:66]=[CH:65][C:51]([CH2:52][C:53]2[CH:58]=[CH:57][CH:56]=[CH:55][C:54]=2[CH2:59][C:60](OCC)=O)=[CH:50][CH:49]=1.C1(P(C2C=CC=CC=2)C2C=CC=CC=2)C=CC=CC=1. Product: [OH:47][C:48]1[CH:49]=[CH:50][C:51]([CH2:52][C:53]2[CH:58]=[CH:57][CH:56]=[CH:55][C:54]=2[CH2:59][CH2:60][C:29]([O:31][CH2:32][CH3:33])=[O:30])=[CH:65][CH:66]=1. The catalyst class is: 3. (2) Reactant: C(OC([N:8]1[CH2:13][CH2:12][N:11]([C:14]2[C:15]([C:28]3[CH:33]=[CH:32][C:31]([F:34])=[CH:30][CH:29]=3)=[N:16][C:17]3[C:22]([N:23]=2)=[CH:21][C:20]([C:24]([O:26]C)=[O:25])=[CH:19][CH:18]=3)[C@@H:10]([CH3:35])[CH2:9]1)=O)(C)(C)C.C(O)(C(F)(F)F)=O.[OH-].[Na+]. Product: [F:34][C:31]1[CH:32]=[CH:33][C:28]([C:15]2[C:14]([N:11]3[CH2:12][CH2:13][NH:8][CH2:9][C@@H:10]3[CH3:35])=[N:23][C:22]3[C:17](=[CH:18][CH:19]=[C:20]([C:24]([OH:26])=[O:25])[CH:21]=3)[N:16]=2)=[CH:29][CH:30]=1. The catalyst class is: 46. (3) Reactant: [F:1][C:2]1([F:16])[CH2:7][CH2:6][N:5]([C:8]2[N:13]=[CH:12][N:11]=[C:10]([C:14]#[N:15])[CH:9]=2)[CH2:4][CH2:3]1.Cl. Product: [F:16][C:2]1([F:1])[CH2:7][CH2:6][N:5]([C:8]2[N:13]=[CH:12][N:11]=[C:10]([CH2:14][NH2:15])[CH:9]=2)[CH2:4][CH2:3]1. The catalyst class is: 43. (4) Product: [ClH:8].[NH2:57][CH2:56][C@H:53]1[CH2:52][CH2:51][C@H:50]([C:48]([NH:47][C@H:32]([C:33](=[O:46])[NH:34][C:35]2[CH:36]=[CH:37][C:38]([C:41]3[N:42]=[N:43][NH:44][N:45]=3)=[CH:39][CH:40]=2)[CH2:31][C:28]2[CH:27]=[CH:26][C:25]([C:10]3[CH:11]=[CH:12][C:13]([C:15]([NH:16][CH2:17][CH2:18][N:19]([CH2:22][CH3:23])[CH2:20][CH3:21])=[O:24])=[CH:14][C:9]=3[Cl:8])=[CH:30][CH:29]=2)=[O:49])[CH2:55][CH2:54]1. The catalyst class is: 12. Reactant: FC(F)(F)C(O)=O.[Cl:8][C:9]1[CH:14]=[C:13]([C:15](=[O:24])[NH:16][CH2:17][CH2:18][N:19]([CH2:22][CH3:23])[CH2:20][CH3:21])[CH:12]=[CH:11][C:10]=1[C:25]1[CH:30]=[CH:29][C:28]([CH2:31][C@H:32]([NH:47][C:48]([C@H:50]2[CH2:55][CH2:54][C@H:53]([CH2:56][NH:57]C(=O)OC(C)(C)C)[CH2:52][CH2:51]2)=[O:49])[C:33](=[O:46])[NH:34][C:35]2[CH:40]=[CH:39][C:38]([C:41]3[N:42]=[N:43][NH:44][N:45]=3)=[CH:37][CH:36]=2)=[CH:27][CH:26]=1.Cl. (5) Product: [CH2:14]([O:13][C:3]1[C:12]2[C:7](=[CH:8][CH:9]=[CH:10][CH:11]=2)[CH:6]=[CH:5][CH:4]=1)[CH:16]1[O:18][CH2:17]1. The catalyst class is: 35. Reactant: [H-].[Na+].[C:3]1([OH:13])[C:12]2[C:7](=[CH:8][CH:9]=[CH:10][CH:11]=2)[CH:6]=[CH:5][CH:4]=1.[CH2:14]([CH:16]1[O:18][CH2:17]1)Cl.C(OCC)C. (6) Reactant: [C:1]([NH:4][C:5]1[S:6][C:7]([S:11]([NH:14][C:15]2[CH:20]=[CH:19][C:18]([CH2:21][C:22]([NH:24][C:25]3[C:26](=[O:45])[N:27]([CH2:37][C:38]4[CH:43]=[CH:42][CH:41]=[CH:40][C:39]=4[F:44])[C:28](=[O:36])[N:29]([CH2:32][CH:33]4[CH2:35][CH2:34]4)[C:30]=3[NH2:31])=O)=[CH:17][CH:16]=2)(=[O:13])=[O:12])=[C:8]([CH3:10])[N:9]=1)(=[O:3])[CH3:2].[OH-].[Na+]. Product: [CH:33]1([CH2:32][N:29]2[C:30]3[N:31]=[C:22]([CH2:21][C:18]4[CH:19]=[CH:20][C:15]([NH:14][S:11]([C:7]5[S:6][C:5]([NH:4][C:1](=[O:3])[CH3:2])=[N:9][C:8]=5[CH3:10])(=[O:12])=[O:13])=[CH:16][CH:17]=4)[NH:24][C:25]=3[C:26](=[O:45])[N:27]([CH2:37][C:38]3[CH:43]=[CH:42][CH:41]=[CH:40][C:39]=3[F:44])[C:28]2=[O:36])[CH2:34][CH2:35]1. The catalyst class is: 5.